Dataset: NCI-60 drug combinations with 297,098 pairs across 59 cell lines. Task: Regression. Given two drug SMILES strings and cell line genomic features, predict the synergy score measuring deviation from expected non-interaction effect. (1) Drug 1: CN(CC1=CN=C2C(=N1)C(=NC(=N2)N)N)C3=CC=C(C=C3)C(=O)NC(CCC(=O)O)C(=O)O. Drug 2: CC1=CC=C(C=C1)C2=CC(=NN2C3=CC=C(C=C3)S(=O)(=O)N)C(F)(F)F. Cell line: HS 578T. Synergy scores: CSS=18.6, Synergy_ZIP=-6.73, Synergy_Bliss=0.819, Synergy_Loewe=-38.7, Synergy_HSA=-5.25. (2) Drug 1: CCC1=C2CN3C(=CC4=C(C3=O)COC(=O)C4(CC)O)C2=NC5=C1C=C(C=C5)O. Drug 2: CC12CCC3C(C1CCC2OP(=O)(O)O)CCC4=C3C=CC(=C4)OC(=O)N(CCCl)CCCl.[Na+]. Cell line: EKVX. Synergy scores: CSS=14.5, Synergy_ZIP=-0.452, Synergy_Bliss=4.81, Synergy_Loewe=-2.85, Synergy_HSA=1.79.